Dataset: Catalyst prediction with 721,799 reactions and 888 catalyst types from USPTO. Task: Predict which catalyst facilitates the given reaction. (1) Reactant: C([N-]C(C)C)(C)C.[Li+].[Br:9][C:10]1[C:19]2[C:14](=[C:15]([OH:20])[CH:16]=[CH:17][CH:18]=2)[N:13]=[C:12]([CH3:21])[CH:11]=1.C1C=CC(S(N(S(C2C=CC=CC=2)(=O)=O)[F:32])(=O)=O)=CC=1. Product: [Br:9][C:10]1[C:19]2[C:14](=[C:15]([OH:20])[CH:16]=[CH:17][CH:18]=2)[N:13]=[C:12]([CH2:21][F:32])[CH:11]=1. The catalyst class is: 1. (2) Reactant: [CH2:1]([O:8][C:9](=[O:19])[CH2:10][CH2:11][CH:12]1[CH2:15][C:14](=[O:16])[C:13]1(Cl)Cl)[C:2]1[CH:7]=[CH:6][CH:5]=[CH:4][CH:3]=1. Product: [CH2:1]([O:8][C:9](=[O:19])[CH2:10][CH2:11][CH:12]1[CH2:13][C:14](=[O:16])[CH2:15]1)[C:2]1[CH:7]=[CH:6][CH:5]=[CH:4][CH:3]=1. The catalyst class is: 565. (3) Reactant: Cl.[CH3:2][C:3]1[N:4]=[C:5]([C:13]2[CH:18]=[CH:17][CH:16]=[CH:15][CH:14]=2)[N:6]2[C:11]=1[CH:10]=[N:9][C:8]([NH2:12])=[N:7]2.I[C:20]1[CH:25]=[CH:24][CH:23]=[C:22]([C:26]([F:29])([F:28])[F:27])[CH:21]=1.C(P(C(C)(C)C)C1C=CC=CC=1C1C=CC=CC=1)(C)(C)C.CC(C)([O-])C.[Na+]. Product: [CH3:2][C:3]1[N:4]=[C:5]([C:13]2[CH:14]=[CH:15][CH:16]=[CH:17][CH:18]=2)[N:6]2[C:11]=1[CH:10]=[N:9][C:8]([NH:12][C:20]1[CH:25]=[CH:24][CH:23]=[C:22]([C:26]([F:29])([F:28])[F:27])[CH:21]=1)=[N:7]2. The catalyst class is: 62. (4) Reactant: Br[CH2:2][CH2:3][CH2:4][C:5]1[C:13]2[C:8](=[CH:9][CH:10]=[C:11]([F:14])[CH:12]=2)[NH:7][CH:6]=1.[N-:15]=[N+:16]=[N-:17].[Na+].O. Product: [N:15]([CH2:2][CH2:3][CH2:4][C:5]1[C:13]2[C:8](=[CH:9][CH:10]=[C:11]([F:14])[CH:12]=2)[NH:7][CH:6]=1)=[N+:16]=[N-:17]. The catalyst class is: 9. (5) Product: [C:15]([CH2:16][CH2:17][N:1]1[CH2:2][CH2:3][CH:4]([NH:7][C:8](=[O:14])[O:9][C:10]([CH3:11])([CH3:13])[CH3:12])[CH2:5][CH2:6]1)#[N:18]. The catalyst class is: 8. Reactant: [NH:1]1[CH2:6][CH2:5][CH:4]([NH:7][C:8](=[O:14])[O:9][C:10]([CH3:13])([CH3:12])[CH3:11])[CH2:3][CH2:2]1.[C:15](#[N:18])[CH:16]=[CH2:17]. (6) The catalyst class is: 276. Reactant: Br[C:2]1[N:10]([CH2:11][C@H:12]2[CH2:17][CH2:16][C@H:15]([CH3:18])[CH2:14][CH2:13]2)[C:9]2[C:4](=[N:5][C:6]([C:26]#[N:27])=[N:7][C:8]=2[NH:19][C@@H:20]([CH:22]2[CH2:25][CH2:24][CH2:23]2)[CH3:21])[N:3]=1.[C:28]1([C:34](B(O)O)=[CH2:35])[CH:33]=[CH:32][CH:31]=[CH:30][CH:29]=1.C([O-])([O-])=O.[Na+].[Na+]. Product: [CH:22]1([C@H:20]([NH:19][C:8]2[N:7]=[C:6]([C:26]#[N:27])[N:5]=[C:4]3[C:9]=2[N:10]([CH2:11][C@H:12]2[CH2:17][CH2:16][C@H:15]([CH3:18])[CH2:14][CH2:13]2)[C:2]([C:34]([C:28]2[CH:33]=[CH:32][CH:31]=[CH:30][CH:29]=2)=[CH2:35])=[N:3]3)[CH3:21])[CH2:23][CH2:24][CH2:25]1. (7) Reactant: [Cl:1][C:2]1[N:7]=[C:6]([CH3:8])[C:5]([C:9]([N:11]2[CH2:16][CH2:15][N:14]([S:17]([C:20]3[CH:27]=[CH:26][C:23]([C:24]#[N:25])=[CH:22][C:21]=3[CH3:28])(=[O:19])=[O:18])[CH2:13][C@@H:12]2[CH3:29])=[O:10])=[CH:4][CH:3]=1.[NH:30]1[CH2:33][CH2:32][CH2:31]1. Product: [ClH:1].[N:30]1([C:2]2[N:7]=[C:6]([CH3:8])[C:5]([C:9]([N:11]3[CH2:16][CH2:15][N:14]([S:17]([C:20]4[CH:27]=[CH:26][C:23]([C:24]#[N:25])=[CH:22][C:21]=4[CH3:28])(=[O:19])=[O:18])[CH2:13][C@@H:12]3[CH3:29])=[O:10])=[CH:4][CH:3]=2)[CH2:33][CH2:32][CH2:31]1. The catalyst class is: 32. (8) Reactant: I[C:2]1[CH:7]=[CH:6][C:5]([CH3:8])=[CH:4][C:3]=1[CH3:9].[CH2:10]([CH:14]1[CH2:19][CH2:18][N:17]([CH2:20][CH2:21][CH2:22][C:23]#N)[CH2:16][CH2:15]1)[CH2:11][CH2:12][CH3:13].C[OH:26]. Product: [CH2:10]([CH:14]1[CH2:19][CH2:18][N:17]([CH2:20][CH2:21][CH2:22][C:23]([C:2]2[CH:7]=[CH:6][C:5]([CH3:8])=[CH:4][C:3]=2[CH3:9])=[O:26])[CH2:16][CH2:15]1)[CH2:11][CH2:12][CH3:13]. The catalyst class is: 876. (9) Reactant: CC([Si](C)(C)O[CH2:7][C:8]1[CH:13]=[CH:12][C:11]([C:14]2[CH:19]=[C:18]([O:20][CH3:21])[CH:17]=[CH:16][C:15]=2[F:22])=[C:10]([C:23]([OH:30])([CH:27]([CH3:29])[CH3:28])[CH:24]([CH3:26])[CH3:25])[CH:9]=1)(C)C.CN(C=O)C.S(Cl)([Cl:40])=O. Product: [Cl:40][CH2:7][C:8]1[CH:13]=[CH:12][C:11]([C:14]2[CH:19]=[C:18]([O:20][CH3:21])[CH:17]=[CH:16][C:15]=2[F:22])=[C:10]([C:23]([OH:30])([CH:27]([CH3:29])[CH3:28])[CH:24]([CH3:26])[CH3:25])[CH:9]=1. The catalyst class is: 2. (10) Reactant: C1(=O)[N:5]([CH2:6][CH2:7][CH2:8][O:9][C@@H:10]2[C@H:14]([OH:15])[C@@H:13]([CH2:16][OH:17])[O:12][C@H:11]2[N:18]2[CH:25]=[C:24]([CH3:26])[C:22](=[O:23])[NH:21][C:19]2=[S:20])C(=O)C2=CC=CC=C12.NN. Product: [NH2:5][CH2:6][CH2:7][CH2:8][O:9][C@@H:10]1[C@H:14]([OH:15])[C@@H:13]([CH2:16][OH:17])[O:12][C@H:11]1[N:18]1[CH:25]=[C:24]([CH3:26])[C:22](=[O:23])[NH:21][C:19]1=[S:20]. The catalyst class is: 5.